The task is: Predict which catalyst facilitates the given reaction.. This data is from Catalyst prediction with 721,799 reactions and 888 catalyst types from USPTO. (1) Reactant: [C:1](Cl)(=[O:5])[C:2](Cl)=[O:3].C(Cl)(Cl)Cl.[F:11][C:12]1[CH:13]=[C:14]([C@H:19]2[NH:23][C@@H:22]([C:24]([OH:27])([CH3:26])[CH3:25])[CH2:21][CH2:20]2)[CH:15]=[CH:16][C:17]=1[F:18].N1C=CC=CC=1. Product: [F:11][C:12]1[CH:13]=[C:14]([C@H:19]2[N:23]3[C@@H:22]([C:24]([CH3:25])([CH3:26])[O:27][C:1](=[O:5])[C:2]3=[O:3])[CH2:21][CH2:20]2)[CH:15]=[CH:16][C:17]=1[F:18]. The catalyst class is: 6. (2) Reactant: [Cl:1][C:2]1[CH:7]=[CH:6][C:5]([C:8]2[N:12]([C:13]3[CH:18]=[CH:17][C:16]([Cl:19])=[CH:15][C:14]=3[Cl:20])[N:11]=[C:10]([C:21]3[NH:22][C:23]([CH:26]4[CH2:31]CCC[CH2:27]4)=[N:24][CH:25]=3)[C:9]=2[CH3:32])=[CH:4][CH:3]=1.[Cl:33][C:34]1[CH:39]=[CH:38][C:37]([C:40]2[N:44]([C:45]3[CH:50]=[CH:49][C:48]([Cl:51])=[CH:47][C:46]=3[Cl:52])[N:43]=[C:42]([C:53]3[NH:54][C:55]([CH:58]([CH3:60])[CH3:59])=[N:56][CH:57]=3)[C:41]=2[CH3:61])=[CH:36][CH:35]=1.Cl.C(OCC)C. Product: [Cl:1][C:2]1[CH:7]=[CH:6][C:5]([C:8]2[N:12]([C:13]3[CH:18]=[CH:17][C:16]([Cl:19])=[CH:15][C:14]=3[Cl:20])[N:11]=[C:10]([C:21]3[NH:22][C:23]([CH:26]([CH3:27])[CH3:31])=[N:24][CH:25]=3)[C:9]=2[CH3:32])=[CH:4][CH:3]=1.[ClH:33].[Cl:33][C:34]1[CH:39]=[CH:38][C:37]([C:40]2[N:44]([C:45]3[CH:50]=[CH:49][C:48]([Cl:51])=[CH:47][C:46]=3[Cl:52])[N:43]=[C:42]([C:53]3[NH:54][C:55]([CH:58]([CH3:59])[CH3:60])=[N:56][CH:57]=3)[C:41]=2[CH3:61])=[CH:36][CH:35]=1. The catalyst class is: 2. (3) Reactant: [Br:1][C:2]1[CH:3]=[CH:4][C:5](F)=[C:6](CC(O)=O)[CH:7]=1.[CH3:13][Mg]Br.[ClH:16].C([O:19][CH2:20][CH3:21])C. Product: [Br:1][C:2]1[CH:7]=[CH:6][C:5]([Cl:16])=[C:4]([C:20]([OH:19])([CH3:21])[CH3:13])[CH:3]=1. The catalyst class is: 1. (4) Reactant: O[CH:2]([C:11]1[N:15]([CH3:16])[CH:14]=[N:13][CH:12]=1)[C:3]1[CH:10]=[CH:9][C:6]([C:7]#[N:8])=[CH:5][CH:4]=1.O=S(Cl)[Cl:19]. Product: [Cl:19][CH:2]([C:11]1[N:15]([CH3:16])[CH:14]=[N:13][CH:12]=1)[C:3]1[CH:10]=[CH:9][C:6]([C:7]#[N:8])=[CH:5][CH:4]=1. The catalyst class is: 4. (5) Reactant: [Br:1][C:2]1[CH:16]=[CH:15][C:5]([CH2:6][NH:7][C:8](=[O:14])[O:9][C:10]([CH3:13])([CH3:12])[CH3:11])=[C:4]([F:17])[CH:3]=1.[CH3:18]I.[H-].[Na+]. Product: [C:10]([O:9][C:8](=[O:14])[N:7]([CH2:6][C:5]1[CH:15]=[CH:16][C:2]([Br:1])=[CH:3][C:4]=1[F:17])[CH3:18])([CH3:13])([CH3:12])[CH3:11]. The catalyst class is: 3. (6) Reactant: [CH:1]1([CH:4]([C:6]2[CH:11]=[CH:10][CH:9]=[CH:8][C:7]=2[CH3:12])[NH2:5])[CH2:3][CH2:2]1.[O:13]1[CH2:18][CH2:17][N:16]([C:19]2[CH:24]=[CH:23][C:22]([C:25]3[C:33]4[C:28](=[CH:29][CH:30]=[C:31]([C:34](O)=[O:35])[CH:32]=4)[NH:27][N:26]=3)=[CH:21][CH:20]=2)[CH2:15][CH2:14]1.CN(C(ON1N=NC2C=CC=CC1=2)=[N+](C)C)C.[B-](F)(F)(F)F.CCN(C(C)C)C(C)C. Product: [CH:1]1([CH:4]([C:6]2[CH:11]=[CH:10][CH:9]=[CH:8][C:7]=2[CH3:12])[NH:5][C:34]([C:31]2[CH:32]=[C:33]3[C:28](=[CH:29][CH:30]=2)[NH:27][N:26]=[C:25]3[C:22]2[CH:23]=[CH:24][C:19]([N:16]3[CH2:17][CH2:18][O:13][CH2:14][CH2:15]3)=[CH:20][CH:21]=2)=[O:35])[CH2:2][CH2:3]1. The catalyst class is: 3. (7) Reactant: [I:1][C:2]1[CH:3]=[C:4]2[C:9](=[CH:10][CH:11]=1)[N:8]=[C:7]([NH:12][NH2:13])[CH:6]=[CH:5]2.[N:14]1[CH:19]=[CH:18][CH:17]=[CH:16][C:15]=1[CH:20]=O.C(O)(=O)C.C(O)(=O)C.IC1C=CC=CC=1. Product: [I:1][C:2]1[CH:3]=[C:4]2[C:9](=[CH:10][CH:11]=1)[N:8]1[C:20]([C:15]3[CH:16]=[CH:17][CH:18]=[CH:19][N:14]=3)=[N:13][N:12]=[C:7]1[CH:6]=[CH:5]2. The catalyst class is: 2. (8) Reactant: [H-].[Na+].[CH:3]([O:5][CH2:6][CH3:7])=[O:4].[CH2:8]([O:15][CH2:16][C:17](OCC)=[O:18])[C:9]1[CH:14]=[CH:13][CH:12]=[CH:11][CH:10]=1. Product: [CH2:8]([O:15][CH:16]([CH:17]=[O:18])[C:3]([O:5][CH2:6][CH3:7])=[O:4])[C:9]1[CH:14]=[CH:13][CH:12]=[CH:11][CH:10]=1. The catalyst class is: 28.